From a dataset of Reaction yield outcomes from USPTO patents with 853,638 reactions. Predict the reaction yield, written as a fraction of the theoretical maximum amount of product (1.0 means a 100% yield; for example, 0.34 means a 34% yield). (1) The reactants are [CH3:1][C:2]1[CH:3]=[CH:4][C:5]([Mg]Br)=[N:6][CH:7]=1.C1C[O:13][CH2:12]C1.CN(C=O)C. No catalyst specified. The product is [CH3:1][C:2]1[CH:3]=[CH:4][C:5]([CH:12]=[O:13])=[N:6][CH:7]=1. The yield is 0.626. (2) The reactants are C(Cl)(=O)C(Cl)=O.CS(C)=O.[CH3:11][O:12][C:13](=[O:29])[CH2:14][O:15][CH2:16][CH2:17][CH2:18][CH2:19][N:20]1[C:25](=[O:26])[CH2:24][CH2:23][CH2:22][C@@H:21]1[CH2:27][OH:28].C(N(CC)CC)C.C([O-])(O)=O.[Na+]. The catalyst is C(Cl)Cl. The product is [CH3:11][O:12][C:13](=[O:29])[CH2:14][O:15][CH2:16][CH2:17][CH2:18][CH2:19][N:20]1[C:25](=[O:26])[CH2:24][CH2:23][CH2:22][C@@H:21]1[CH:27]=[O:28]. The yield is 0.400. (3) The reactants are [BH4-].[Na+].[F:3][C:4]1[CH:9]=[CH:8][C:7]([CH2:10][CH:11]([C:17](=[O:28])[C:18]2[CH:23]=[CH:22][C:21]([C:24]([F:27])([F:26])[F:25])=[CH:20][CH:19]=2)[C:12]([O:14][CH2:15][CH3:16])=[O:13])=[CH:6][CH:5]=1.Cl. The catalyst is CCOCC.[Cl-].[Zn+2].[Cl-]. The product is [F:3][C:4]1[CH:9]=[CH:8][C:7]([CH2:10][CH:11]([CH:17]([OH:28])[C:18]2[CH:19]=[CH:20][C:21]([C:24]([F:26])([F:27])[F:25])=[CH:22][CH:23]=2)[C:12]([O:14][CH2:15][CH3:16])=[O:13])=[CH:6][CH:5]=1. The yield is 1.00. (4) The reactants are [CH3:1][O:2][C:3]1[CH:7]=[C:6]([C:8]([OH:10])=O)[N:5]([CH3:11])[N:4]=1.CN(C)C=O.C(Cl)(=O)C(Cl)=O.[NH2:23][C:24]1[CH:25]=[C:26]([CH:44]=[CH:45][C:46]=1[CH3:47])[O:27][C:28]1[CH:29]=[CH:30][C:31]2[N:32]([CH:34]=[C:35]([NH:37][C:38]([CH:40]3[CH2:42][CH:41]3[CH3:43])=[O:39])[N:36]=2)[N:33]=1. The catalyst is CN(C)C(=O)C.O1CCCC1. The product is [CH3:1][O:2][C:3]1[CH:7]=[C:6]([C:8]([NH:23][C:24]2[CH:25]=[C:26]([O:27][C:28]3[CH:29]=[CH:30][C:31]4[N:32]([CH:34]=[C:35]([NH:37][C:38]([CH:40]5[CH2:42][CH:41]5[CH3:43])=[O:39])[N:36]=4)[N:33]=3)[CH:44]=[CH:45][C:46]=2[CH3:47])=[O:10])[N:5]([CH3:11])[N:4]=1. The yield is 0.690. (5) The reactants are C(N(CC)CC)C.[C:8]1([CH2:14][O:15][C:16]([C:18]2([NH2:24])[CH2:23][CH2:22][CH2:21][CH2:20][CH2:19]2)=[O:17])[CH:13]=[CH:12][CH:11]=[CH:10][CH:9]=1.[C:25]1([CH2:31][C:32](Cl)=[O:33])[CH:30]=[CH:29][CH:28]=[CH:27][CH:26]=1. The catalyst is O1CCCC1. The product is [C:8]1([CH2:14][O:15][C:16]([C:18]2([NH:24][C:32](=[O:33])[CH2:31][C:25]3[CH:30]=[CH:29][CH:28]=[CH:27][CH:26]=3)[CH2:19][CH2:20][CH2:21][CH2:22][CH2:23]2)=[O:17])[CH:9]=[CH:10][CH:11]=[CH:12][CH:13]=1. The yield is 0.910. (6) The reactants are CC1C=CC(S(N[C@@H]([C@H](N)C2C=CC=CC=2)C2C=CC=CC=2)(=O)=O)=CC=1.C(N(CC)CC)C.CN(C=O)C.[CH2:39]([O:41][C@@H:42]([CH2:48][C:49]1[CH:54]=[CH:53][C:52]([O:55][CH2:56][C:57]([C:59]2[CH:64]=[CH:63][CH:62]=[C:61]([O:65][CH3:66])[CH:60]=2)=[O:58])=[CH:51][CH:50]=1)[C:43]([NH:45][O:46][CH3:47])=[O:44])[CH3:40]. The catalyst is C(O)(C)C.CC1C=CC(C(C)C)=CC=1.CC1C=CC(C(C)C)=CC=1.Cl[Ru]Cl.Cl[Ru]Cl.C(O)=O. The product is [CH2:39]([O:41][C@@H:42]([CH2:48][C:49]1[CH:54]=[CH:53][C:52]([O:55][CH2:56][C@@H:57]([OH:58])[C:59]2[CH:64]=[CH:63][CH:62]=[C:61]([O:65][CH3:66])[CH:60]=2)=[CH:51][CH:50]=1)[C:43]([NH:45][O:46][CH3:47])=[O:44])[CH3:40]. The yield is 0.580.